From a dataset of Full USPTO retrosynthesis dataset with 1.9M reactions from patents (1976-2016). Predict the reactants needed to synthesize the given product. (1) Given the product [Cl:1][C:2]1[CH:3]=[C:4]2[NH:22][C:21]([O:23][C@H:24]3[C@H:25]4[O:31][CH2:30][C:29](=[O:41])[NH:32][C@H:26]4[O:27][CH2:28]3)=[N:20][C:5]2=[N:6][C:7]=1[C:8]1[CH:9]=[CH:10][C:11]([C:14]2[CH:15]=[CH:16][CH:17]=[CH:18][CH:19]=2)=[CH:12][CH:13]=1, predict the reactants needed to synthesize it. The reactants are: [Cl:1][C:2]1[CH:3]=[C:4]2[NH:22][C:21]([O:23][C@@H:24]3[CH2:28][O:27][C@@H:26]4[C:29](=[N:32]O)[CH2:30][O:31][C@H:25]34)=[N:20][C:5]2=[N:6][C:7]=1[C:8]1[CH:13]=[CH:12][C:11]([C:14]2[CH:19]=[CH:18][CH:17]=[CH:16][CH:15]=2)=[CH:10][CH:9]=1.C1(C)C(S(Cl)(=O)=[O:41])=CC=CC=1. (2) Given the product [CH:12]1([C:15]2[C:20]([O:21][CH2:22][CH:23]3[CH2:24][CH2:25]3)=[CH:19][C:18]([C:26]([OH:28])=[O:27])=[N:17][CH:16]=2)[CH2:14][CH2:13]1, predict the reactants needed to synthesize it. The reactants are: CN(C)CCO.[Li]CCCC.[CH:12]1([C:15]2[CH:16]=[N:17][CH:18]=[CH:19][C:20]=2[O:21][CH2:22][CH:23]2[CH2:25][CH2:24]2)[CH2:14][CH2:13]1.[C:26](=[O:28])=[O:27]. (3) Given the product [C:15]([O:19][C:20]([N:22]1[C:30]2[C:25](=[CH:26][C:27]([C:31]3[CH:36]=[CH:35][C:34]([F:37])=[C:33]([CH2:38][NH:40][CH2:41][CH2:42][CH2:43][N:44]4[CH2:48][CH2:47][CH2:46][CH2:45]4)[CH:32]=3)=[CH:28][CH:29]=2)[CH:24]=[N:23]1)=[O:21])([CH3:18])([CH3:16])[CH3:17], predict the reactants needed to synthesize it. The reactants are: C(O[BH-](OC(=O)C)OC(=O)C)(=O)C.[Na+].[C:15]([O:19][C:20]([N:22]1[C:30]2[C:25](=[CH:26][C:27]([C:31]3[CH:36]=[CH:35][C:34]([F:37])=[C:33]([CH:38]=O)[CH:32]=3)=[CH:28][CH:29]=2)[CH:24]=[N:23]1)=[O:21])([CH3:18])([CH3:17])[CH3:16].[NH2:40][CH2:41][CH2:42][CH2:43][N:44]1[CH2:48][CH2:47][CH2:46][CH2:45]1.C(O)(=O)C. (4) Given the product [CH3:25][O:24][C:6]1[CH:5]=[C:4]([CH:9]=[CH:8][C:7]=1[NH:10][C:11]([NH:13][C:14]1[CH:19]=[N:18][C:17]([C:20]([F:23])([F:21])[F:22])=[CH:16][N:15]=1)=[O:12])[C:3]([OH:26])=[O:2], predict the reactants needed to synthesize it. The reactants are: C[O:2][C:3](=[O:26])[C:4]1[CH:9]=[CH:8][C:7]([NH:10][C:11]([NH:13][C:14]2[CH:19]=[N:18][C:17]([C:20]([F:23])([F:22])[F:21])=[CH:16][N:15]=2)=[O:12])=[C:6]([O:24][CH3:25])[CH:5]=1.CO.O.[OH-].[Li+]. (5) Given the product [C:1]([C:3]1[C:11]2[C:6](=[CH:7][CH:8]=[C:9]([CH2:12][CH2:13][N:15]=[N+:16]=[N-:17])[CH:10]=2)[NH:5][CH:4]=1)#[N:2], predict the reactants needed to synthesize it. The reactants are: [C:1]([C:3]1[C:11]2[C:6](=[CH:7][CH:8]=[C:9]([CH2:12][CH2:13]Cl)[CH:10]=2)[NH:5][CH:4]=1)#[N:2].[N-:15]=[N+:16]=[N-:17].[Na+]. (6) The reactants are: C([O:3][C:4]([C:6]1[CH:7]=[N:8][C:9]2[C:14]([C:15]=1[Br:16])=[N:13][C:12]([O:17][CH3:18])=[CH:11][CH:10]=2)=[O:5])C.[OH-].[Na+].Cl. Given the product [Br:16][C:15]1[C:14]2[C:9](=[CH:10][CH:11]=[C:12]([O:17][CH3:18])[N:13]=2)[N:8]=[CH:7][C:6]=1[C:4]([OH:5])=[O:3], predict the reactants needed to synthesize it. (7) The reactants are: [NH2:1][CH2:2][C:3]1[CH:4]=[CH:5][C:6]([Cl:19])=[C:7]([O:9][C:10]2[CH:11]=[C:12]([CH:15]=[C:16]([Cl:18])[CH:17]=2)[C:13]#[N:14])[CH:8]=1.[CH3:20][O:21][C:22]1[CH:30]=[C:29]2[C:25]([C:26]([C:31](O)=[O:32])=[CH:27][NH:28]2)=[CH:24][CH:23]=1.CN(C(ON1N=NC2C=CC=NC1=2)=[N+](C)C)C.F[P-](F)(F)(F)(F)F.CCN(C(C)C)C(C)C. Given the product [Cl:19][C:6]1[CH:5]=[CH:4][C:3]([CH2:2][NH:1][C:31]([C:26]2[C:25]3[C:29](=[CH:30][C:22]([O:21][CH3:20])=[CH:23][CH:24]=3)[NH:28][CH:27]=2)=[O:32])=[CH:8][C:7]=1[O:9][C:10]1[CH:11]=[C:12]([C:13]#[N:14])[CH:15]=[C:16]([Cl:18])[CH:17]=1, predict the reactants needed to synthesize it.